From a dataset of Peptide-MHC class II binding affinity with 134,281 pairs from IEDB. Regression. Given a peptide amino acid sequence and an MHC pseudo amino acid sequence, predict their binding affinity value. This is MHC class II binding data. (1) The peptide sequence is IEGITLLNAKFFHMN. The MHC is DRB1_0802 with pseudo-sequence DRB1_0802. The binding affinity (normalized) is 0.430. (2) The peptide sequence is DIHRLEPVKCDTLLC. The MHC is DRB1_0901 with pseudo-sequence DRB1_0901. The binding affinity (normalized) is 0.524.